This data is from Full USPTO retrosynthesis dataset with 1.9M reactions from patents (1976-2016). The task is: Predict the reactants needed to synthesize the given product. (1) Given the product [CH2:1]([N:8]1[CH2:13][CH2:12][C:11]2[N:28]=[C:26]([O:25][CH3:24])[N:27]=[CH:15][C:10]=2[CH2:9]1)[C:2]1[CH:7]=[CH:6][CH:5]=[CH:4][CH:3]=1, predict the reactants needed to synthesize it. The reactants are: [CH2:1]([N:8]1[CH2:13][CH2:12][C:11](=O)/[C:10](=[CH:15]\N(C)C)/[CH2:9]1)[C:2]1[CH:7]=[CH:6][CH:5]=[CH:4][CH:3]=1.S(O)(O)(=O)=O.[CH3:24][O:25][C:26](=[NH:28])[NH2:27].C(N(CC)CC)C. (2) Given the product [C:1]1([CH:7]2[CH2:8][NH:9][CH2:10][C:11]3[CH:15]=[CH:14][S:13][C:12]2=3)[CH:6]=[CH:5][CH:4]=[CH:3][CH:2]=1, predict the reactants needed to synthesize it. The reactants are: [C:1]1([CH:7](O)[CH2:8][NH:9][CH2:10][C:11]2[CH:15]=[CH:14][S:13][CH:12]=2)[CH:6]=[CH:5][CH:4]=[CH:3][CH:2]=1.[OH-].[NH4+].